Regression/Classification. Given a drug SMILES string, predict its absorption, distribution, metabolism, or excretion properties. Task type varies by dataset: regression for continuous measurements (e.g., permeability, clearance, half-life) or binary classification for categorical outcomes (e.g., BBB penetration, CYP inhibition). For this dataset (solubility_aqsoldb), we predict Y. From a dataset of Aqueous solubility values for 9,982 compounds from the AqSolDB database. (1) The drug is N#CCCO. The Y is 1.15 log mol/L. (2) The drug is Clc1cc(Cl)c(-c2c(Cl)c(Cl)cc(Cl)c2Cl)cc1Cl. The Y is -8.94 log mol/L. (3) The compound is CC(=O)CC(C)=Nc1ccccc1O. The Y is -3.55 log mol/L. (4) The compound is CC(=O)C(N=Nc1ccc(-c2ccc(N=NC(C(C)=O)C(=O)Nc3ccc(C)cc3)c(Cl)c2)cc1Cl)C(=O)Nc1ccc(C)cc1. The Y is -8.10 log mol/L. (5) The molecule is [Al+3].[F-].[K+]. The Y is -1.27 log mol/L.